Dataset: Catalyst prediction with 721,799 reactions and 888 catalyst types from USPTO. Task: Predict which catalyst facilitates the given reaction. (1) Reactant: [CH2:1]=O.[CH3:3][NH:4][CH2:5][CH2:6][OH:7].[OH:8][C:9]1[CH:10]=[C:11]2[C:15](=[CH:16][CH:17]=1)[NH:14][CH:13]=[CH:12]2. Product: [OH:7][CH2:6][CH2:5][N:4]([CH2:1][C:10]1[C:9]([OH:8])=[CH:17][CH:16]=[C:15]2[C:11]=1[CH:12]=[CH:13][NH:14]2)[CH3:3]. The catalyst class is: 8. (2) Reactant: [CH3:1][O:2][C:3]1[CH:8]=[C:7]([C:9]([OH:11])=O)[CH:6]=[CH:5][C:4]=1[C:12]1[CH:17]=[CH:16][CH:15]=[CH:14][C:13]=1[CH3:18].C(Cl)(=O)C(Cl)=O.[CH:25]1[CH:26]=[CH:27][N:28]2[CH2:34][C:33]3[CH:35]=[CH:36][CH:37]=[CH:38][C:32]=3[NH:31][CH2:30][C:29]=12.C(N(CC)CC)C. Product: [CH3:1][O:2][C:3]1[CH:8]=[C:7]([C:9]([N:31]2[C:32]3[CH:38]=[CH:37][CH:36]=[CH:35][C:33]=3[CH2:34][N:28]3[CH:27]=[CH:26][CH:25]=[C:29]3[CH2:30]2)=[O:11])[CH:6]=[CH:5][C:4]=1[C:12]1[CH:17]=[CH:16][CH:15]=[CH:14][C:13]=1[CH3:18]. The catalyst class is: 120. (3) Reactant: Cl.Cl.[Br:3][C:4]1[C:5]([F:15])=[CH:6][C:7]([NH:13]N)=[C:8]([CH:12]=1)[C:9]([OH:11])=[O:10].O=[C:17]1[CH2:22][CH2:21][CH2:20][CH:19]([C:23]([O:25][CH2:26][CH3:27])=[O:24])[CH2:18]1. Product: [Br:3][C:4]1[C:5]([F:15])=[C:6]2[C:7](=[C:8]([C:9]([OH:11])=[O:10])[CH:12]=1)[NH:13][C:17]1[CH2:18][CH:19]([C:23]([O:25][CH2:26][CH3:27])=[O:24])[CH2:20][CH2:21][C:22]2=1. The catalyst class is: 52. (4) Reactant: CC1C=CC(S([O:11][CH2:12][CH:13]2[CH2:16][CH:15]([OH:17])[CH2:14]2)(=O)=O)=CC=1.[Br:18][C:19]1[CH:20]=[CH:21][C:22](O)=[N:23][C:24]=1[CH3:25].C([O-])([O-])=O.[K+].[K+].O. Product: [Br:18][C:19]1[CH:20]=[CH:21][C:22]([O:11][CH2:12][CH:13]2[CH2:14][CH:15]([OH:17])[CH2:16]2)=[N:23][C:24]=1[CH3:25]. The catalyst class is: 3. (5) Reactant: C(OC(=O)[NH:10][CH2:11][CH2:12][CH2:13][N:14]([CH2:24][CH3:25])[CH2:15][C:16]1[CH:21]=[CH:20][CH:19]=[CH:18][C:17]=1[O:22][CH3:23])C1C=CC=CC=1.Br.[OH-].[Na+]. Product: [CH2:24]([N:14]([CH2:15][C:16]1[CH:21]=[CH:20][CH:19]=[CH:18][C:17]=1[O:22][CH3:23])[CH2:13][CH2:12][CH2:11][NH2:10])[CH3:25]. The catalyst class is: 313. (6) Reactant: [C:1]([O:5][C:6](=[O:28])[NH:7][C@@H:8]1[CH2:13][CH2:12][C@H:11]([NH:14]C(OCC2C=CC=CC=2)=O)[C@H:10]([CH2:25][O:26][CH3:27])[CH2:9]1)([CH3:4])([CH3:3])[CH3:2]. Product: [C:1]([O:5][C:6](=[O:28])[NH:7][C@@H:8]1[CH2:13][CH2:12][C@H:11]([NH2:14])[C@H:10]([CH2:25][O:26][CH3:27])[CH2:9]1)([CH3:4])([CH3:3])[CH3:2]. The catalyst class is: 105. (7) Reactant: [CH2:1]([C:5]1[N:6]=[C:7]([CH3:27])[NH:8][C:9](=[O:26])[C:10]=1[CH2:11][C:12]1[CH:17]=[CH:16][C:15]([C:18]2[C:19]([C:24]#[N:25])=[CH:20][CH:21]=[CH:22][CH:23]=2)=[CH:14][CH:13]=1)[CH2:2][CH2:3][CH3:4].[S:28]1[CH:32]=[CH:31][C:30](B(O)O)=[CH:29]1.C(N(CC)CC)C.N1C=CC=CC=1. Product: [CH2:1]([C:5]1[N:6]=[C:7]([CH3:27])[N:8]([C:30]2[CH:31]=[CH:32][S:28][CH:29]=2)[C:9](=[O:26])[C:10]=1[CH2:11][C:12]1[CH:17]=[CH:16][C:15]([C:18]2[C:19]([C:24]#[N:25])=[CH:20][CH:21]=[CH:22][CH:23]=2)=[CH:14][CH:13]=1)[CH2:2][CH2:3][CH3:4]. The catalyst class is: 297.